The task is: Regression. Given two drug SMILES strings and cell line genomic features, predict the synergy score measuring deviation from expected non-interaction effect.. This data is from NCI-60 drug combinations with 297,098 pairs across 59 cell lines. Drug 1: CC(C1=C(C=CC(=C1Cl)F)Cl)OC2=C(N=CC(=C2)C3=CN(N=C3)C4CCNCC4)N. Drug 2: CC1=CC=C(C=C1)C2=CC(=NN2C3=CC=C(C=C3)S(=O)(=O)N)C(F)(F)F. Cell line: HOP-62. Synergy scores: CSS=2.06, Synergy_ZIP=0.969, Synergy_Bliss=3.58, Synergy_Loewe=1.34, Synergy_HSA=1.61.